From a dataset of Reaction yield outcomes from USPTO patents with 853,638 reactions. Predict the reaction yield, written as a fraction of the theoretical maximum amount of product (1.0 means a 100% yield; for example, 0.34 means a 34% yield). (1) The reactants are N[CH2:2][C:3]1[CH:8]=[CH:7][C:6]([NH:9][C:10]([CH2:12][CH2:13][N:14]2[CH2:19][CH2:18][CH:17]([O:20][C:21](=[O:35])[NH:22][C:23]3[CH:28]=[CH:27][CH:26]=[CH:25][C:24]=3[C:29]3[CH:34]=[CH:33][CH:32]=[CH:31][CH:30]=3)[CH2:16][CH2:15]2)=[O:11])=[CH:5][CH:4]=1.NC1C=CC(C[OH:42])=CC=1.CN(C(ON1N=NC2C=CC=NC1=2)=[N+](C)C)C.F[P-](F)(F)(F)(F)F.CCN(C(C)C)C(C)C.CS(C)=O. The catalyst is C(Cl)Cl. The product is [CH:2]([C:3]1[CH:8]=[CH:7][C:6]([NH:9][C:10]([CH2:12][CH2:13][N:14]2[CH2:19][CH2:18][CH:17]([O:20][C:21](=[O:35])[NH:22][C:23]3[CH:28]=[CH:27][CH:26]=[CH:25][C:24]=3[C:29]3[CH:30]=[CH:31][CH:32]=[CH:33][CH:34]=3)[CH2:16][CH2:15]2)=[O:11])=[CH:5][CH:4]=1)=[O:42]. The yield is 0.660. (2) The reactants are [CH3:1][C:2]([CH3:15])([CH3:14])[CH2:3][C:4]([C:6]1[CH:13]=[CH:12][C:9]([C:10]#[N:11])=[CH:8][CH:7]=1)=[CH2:5].[C:16]([O:20][C:21](O[C:21]([O:20][C:16]([CH3:19])([CH3:18])[CH3:17])=[O:22])=[O:22])([CH3:19])([CH3:18])[CH3:17]. The catalyst is CO.[Pd]. The product is [C:16]([O:20][C:21]([NH:11][CH2:10][C:9]1[CH:8]=[CH:7][C:6]([CH:4]([CH3:5])[CH2:3][C:2]([CH3:15])([CH3:14])[CH3:1])=[CH:13][CH:12]=1)=[O:22])([CH3:19])([CH3:18])[CH3:17]. The yield is 0.900. (3) The product is [Cl:1][C:2]1[C:3]([F:22])=[C:4]([CH:19]=[CH:20][CH:21]=1)[NH:5][C:6]1[C:15]2[C:10](=[CH:11][C:12]([O:17][CH3:18])=[C:13]([O:16][C@H:40]3[CH2:36][CH2:37][N:38]([C:41]([O:43][C:44]([CH3:47])([CH3:46])[CH3:45])=[O:42])[CH2:39]3)[CH:14]=2)[N:9]=[CH:8][N:7]=1. The reactants are [Cl:1][C:2]1[C:3]([F:22])=[C:4]([CH:19]=[CH:20][CH:21]=1)[NH:5][C:6]1[C:15]2[C:10](=[CH:11][C:12]([O:17][CH3:18])=[C:13]([OH:16])[CH:14]=2)[N:9]=[CH:8][N:7]=1.[N+](C1C=CC(S(O[C@@H:36]2[CH2:40][CH2:39][N:38]([C:41]([O:43][C:44]([CH3:47])([CH3:46])[CH3:45])=[O:42])[CH2:37]2)(=O)=O)=CC=1)([O-])=O. No catalyst specified. The yield is 0.950. (4) The reactants are Cl[CH2:2][C:3]1[N:12]([C:13]2[CH:18]=[CH:17][CH:16]=[CH:15][C:14]=2[Cl:19])[C:11](=[O:20])[C:10]2[C:5](=[CH:6][C:7]([N+:21]([O-:23])=[O:22])=[CH:8][CH:9]=2)[N:4]=1.O.[SH:25][C:26]1[N:34]=[CH:33][N:32]=[C:31]2[C:27]=1[NH:28][CH:29]=[N:30]2.C([O-])([O-])=O.[K+].[K+]. The catalyst is CN(C=O)C. The product is [Cl:19][C:14]1[CH:15]=[CH:16][CH:17]=[CH:18][C:13]=1[N:12]1[C:11](=[O:20])[C:10]2[C:5](=[CH:6][C:7]([N+:21]([O-:23])=[O:22])=[CH:8][CH:9]=2)[N:4]=[C:3]1[CH2:2][S:25][C:26]1[N:34]=[CH:33][N:32]=[C:31]2[C:27]=1[N:28]=[CH:29][NH:30]2. The yield is 0.740. (5) The reactants are [OH:1][C:2]1[CH:10]=[CH:9][CH:8]=[C:7]2[C:3]=1[CH2:4][CH2:5][C:6]2=[O:11].[F:12][C:13]([F:26])([F:25])[S:14](O[S:14]([C:13]([F:26])([F:25])[F:12])(=[O:16])=[O:15])(=[O:16])=[O:15].O. The catalyst is N1C=CC=CC=1. The product is [F:12][C:13]([F:26])([F:25])[S:14]([O:1][C:2]1[CH:10]=[CH:9][CH:8]=[C:7]2[C:3]=1[CH2:4][CH2:5][C:6]2=[O:11])(=[O:16])=[O:15]. The yield is 0.920. (6) The catalyst is CS(C)=O. The product is [CH2:1]([C@@:4]1([C:20]2[CH:21]=[CH:22][C:23]([F:26])=[CH:24][CH:25]=2)[O:9][C:8](=[O:10])[N:7]([C@H:11]([C:13]2[CH:18]=[CH:17][C:16]([O:19][CH2:31][C:27]([F:30])([F:29])[F:28])=[CH:15][CH:14]=2)[CH3:12])[CH2:6][CH2:5]1)[CH:2]=[CH2:3]. The yield is 0.580. The reactants are [CH2:1]([C@@:4]1([C:20]2[CH:25]=[CH:24][C:23]([F:26])=[CH:22][CH:21]=2)[O:9][C:8](=[O:10])[N:7]([C@H:11]([C:13]2[CH:18]=[CH:17][C:16]([OH:19])=[CH:15][CH:14]=2)[CH3:12])[CH2:6][CH2:5]1)[CH:2]=[CH2:3].[C:27]([CH2:31]I)([F:30])([F:29])[F:28].[F-].[Cs+].O. (7) The product is [CH2:1]([N:3]1[C:4]2[CH:9]=[CH:8][CH:7]=[CH:6][C:5]=2[N:10]=[C:13]1[C@H:12]([NH2:11])[CH3:14])[CH3:2]. The reactants are [CH2:1]([NH:3][C:4]1[CH:9]=[CH:8][CH:7]=[CH:6][C:5]=1[NH2:10])[CH3:2].[NH2:11][C@@H:12]([C:14](O)=O)[CH3:13].Cl.[OH-].[Na+]. The yield is 0.810. No catalyst specified.